From a dataset of Forward reaction prediction with 1.9M reactions from USPTO patents (1976-2016). Predict the product of the given reaction. (1) The product is: [CH:1]1([C:6]([C:12]2[CH:17]=[CH:16][CH:15]=[CH:14][CH:13]=2)([OH:11])[C:7]([O:9][CH:10]2[CH2:21][CH2:20][N:19]([CH3:23])[CH2:18]2)=[O:8])[CH2:5][CH2:4][CH2:3][CH2:2]1. Given the reactants [CH:1]1([C:6]([C:12]2[CH:17]=[CH:16][CH:15]=[CH:14][CH:13]=2)([OH:11])[C:7]([O:9][CH3:10])=[O:8])[CH2:5][CH2:4][CH2:3][CH2:2]1.[CH3:18][N:19]1[CH2:23]C[CH:21](O)[CH2:20]1.CCCCCCC.CCOC(C)=O, predict the reaction product. (2) Given the reactants [Cl:1][C:2]1[C:3]([CH3:15])=[N:4][N:5](CC(O)=O)[C:6]=1[C:7]([F:10])([F:9])[F:8].[C:16](Cl)(=[O:20])[C:17](Cl)=O.[F:22][C:23]1[CH:28]=[CH:27][C:26]([N:29]2[CH:33]=[C:32]([NH:34][CH3:35])[CH:31]=[N:30]2)=[CH:25][CH:24]=1.CCN(CC)CC, predict the reaction product. The product is: [Cl:1][C:2]1[C:6]([C:7]([F:8])([F:9])[F:10])=[N:5][N:4]([CH2:17][C:16]([N:34]([C:32]2[CH:31]=[N:30][N:29]([C:26]3[CH:27]=[CH:28][C:23]([F:22])=[CH:24][CH:25]=3)[CH:33]=2)[CH3:35])=[O:20])[C:3]=1[CH3:15].